From a dataset of Reaction yield outcomes from USPTO patents with 853,638 reactions. Predict the reaction yield, written as a fraction of the theoretical maximum amount of product (1.0 means a 100% yield; for example, 0.34 means a 34% yield). (1) The reactants are [NH2:1][C:2]1[N:6]=[CH:5][N:4]([C:7]2[CH:14]=[CH:13][C:12](/[CH:15]=[CH:16]/[CH:17]([C:22]3[CH:27]=[C:26]([Cl:28])[C:25]([Cl:29])=[C:24]([Cl:30])[CH:23]=3)[C:18]([F:21])([F:20])[F:19])=[CH:11][C:8]=2[C:9]#[N:10])[N:3]=1.C(N(CC)CC)C.[CH:38]1([C:41](Cl)=[O:42])[CH2:40][CH2:39]1. The catalyst is C(Cl)Cl. The product is [C:9]([C:8]1[CH:11]=[C:12](/[CH:15]=[CH:16]/[CH:17]([C:22]2[CH:23]=[C:24]([Cl:30])[C:25]([Cl:29])=[C:26]([Cl:28])[CH:27]=2)[C:18]([F:19])([F:20])[F:21])[CH:13]=[CH:14][C:7]=1[N:4]1[CH:5]=[N:6][C:2]([NH:1][C:41]([CH:38]2[CH2:40][CH2:39]2)=[O:42])=[N:3]1)#[N:10]. The yield is 0.340. (2) The reactants are [CH3:1][C:2]1[CH:3]=[CH:4][C:5]([NH:8][CH:9]2[CH2:14][CH2:13][CH:12]([OH:15])[CH2:11][CH2:10]2)=[N:6][CH:7]=1.F[C:17]1[C:22]([CH:23]2[CH2:28][CH2:27][O:26][CH2:25][CH2:24]2)=[CH:21][CH:20]=[CH:19][N:18]=1. The catalyst is CS(C)=O.O. The product is [CH3:1][C:2]1[CH:3]=[CH:4][C:5]([NH:8][CH:9]2[CH2:14][CH2:13][CH:12]([O:15][C:17]3[C:22]([CH:23]4[CH2:28][CH2:27][O:26][CH2:25][CH2:24]4)=[CH:21][CH:20]=[CH:19][N:18]=3)[CH2:11][CH2:10]2)=[N:6][CH:7]=1. The yield is 0.600. (3) The reactants are [C:1]([C:3]1[CH:4]=[C:5]2[C:9](=[CH:10][CH:11]=1)[CH2:8][N:7]([C:12]([O:14][C:15]([CH3:18])([CH3:17])[CH3:16])=[O:13])[CH2:6]2)#[N:2].Cl.[NH2:20][OH:21].CCN(C(C)C)C(C)C. The catalyst is CCO. The product is [OH:21][NH:20][C:1]([C:3]1[CH:4]=[C:5]2[C:9](=[CH:10][CH:11]=1)[CH2:8][N:7]([C:12]([O:14][C:15]([CH3:18])([CH3:17])[CH3:16])=[O:13])[CH2:6]2)=[NH:2]. The yield is 1.00. (4) The reactants are Br[C:2]12[CH:9]=[CH:8][CH:7]=[CH:6][CH:3]1[CH2:4][CH2:5]2.C([Li])CCC.[C:15]([C:23]1[CH:28]=[CH:27][CH:26]=[CH:25][CH:24]=1)(=[O:22])[C:16]1[CH:21]=[CH:20][CH:19]=[CH:18][CH:17]=1. The catalyst is C1COCC1. The product is [CH2:5]1[C:2]2[CH:9]=[CH:8][C:7]([C:15]([C:16]3[CH:21]=[CH:20][CH:19]=[CH:18][CH:17]=3)([C:23]3[CH:28]=[CH:27][CH:26]=[CH:25][CH:24]=3)[OH:22])=[CH:6][C:3]=2[CH2:4]1. The yield is 0.420.